Dataset: Human liver microsome stability data. Task: Regression/Classification. Given a drug SMILES string, predict its absorption, distribution, metabolism, or excretion properties. Task type varies by dataset: regression for continuous measurements (e.g., permeability, clearance, half-life) or binary classification for categorical outcomes (e.g., BBB penetration, CYP inhibition). Dataset: hlm. The drug is CO[C@@H]1COCC[C@@H]1N[C@@H]1CC[C@@](C(=O)N2CCN(c3cc(C(F)(F)F)ccn3)CC2)(C(C)C)C1. The result is 0 (unstable in human liver microsomes).